This data is from Full USPTO retrosynthesis dataset with 1.9M reactions from patents (1976-2016). The task is: Predict the reactants needed to synthesize the given product. (1) Given the product [Cl:13][C:14]1[CH:19]=[CH:18][C:17]([NH:20][C:21]([NH:1][C:2]2[CH:3]=[C:4]3[C:9](=[CH:10][CH:11]=2)[O:8][CH:7]=[CH:6][C:5]3=[O:12])=[O:22])=[CH:16][CH:15]=1, predict the reactants needed to synthesize it. The reactants are: [NH2:1][C:2]1[CH:3]=[C:4]2[C:9](=[CH:10][CH:11]=1)[O:8][CH:7]=[CH:6][C:5]2=[O:12].[Cl:13][C:14]1[CH:19]=[CH:18][C:17]([N:20]=[C:21]=[O:22])=[CH:16][CH:15]=1. (2) Given the product [C:1]([C:3]1[CH:4]=[C:5]([CH:10]=[CH:11][C:12]=1[O:13][CH:16]([CH3:20])[CH3:17])[C:6]([O:8][CH3:9])=[O:7])#[N:2], predict the reactants needed to synthesize it. The reactants are: [C:1]([C:3]1[CH:4]=[C:5]([CH:10]=[CH:11][C:12]=1[OH:13])[C:6]([O:8][CH3:9])=[O:7])#[N:2].[OH-].[Li+].[CH2:16]1[CH2:20]OC[CH2:17]1. (3) Given the product [OH:24][C:16]1[CH:15]=[C:14]([NH:13][S:7]([C:6]2[C:5]([Cl:11])=[C:4]([Cl:12])[S:3][C:2]=2[Cl:1])(=[O:9])=[O:8])[CH:23]=[CH:22][C:17]=1[C:18]([O:20][CH3:21])=[O:19], predict the reactants needed to synthesize it. The reactants are: [Cl:1][C:2]1[S:3][C:4]([Cl:12])=[C:5]([Cl:11])[C:6]=1[S:7](Cl)(=[O:9])=[O:8].[NH2:13][C:14]1[CH:15]=[C:16]([OH:24])[C:17](=[CH:22][CH:23]=1)[C:18]([O:20][CH3:21])=[O:19]. (4) Given the product [C:1]([O:7][CH2:8][C:9]([F:15])([F:14])[S:10]([O-:13])(=[O:11])=[O:12])(=[O:6])[C:2]([CH3:5])([CH3:4])[CH3:3].[C:32]1([I+:31][C:25]2[CH:26]=[CH:27][CH:28]=[CH:29][CH:30]=2)[CH:33]=[CH:34][CH:35]=[CH:36][CH:37]=1, predict the reactants needed to synthesize it. The reactants are: [C:1]([O:7][CH2:8][C:9]([F:15])([F:14])[S:10]([O-:13])(=[O:12])=[O:11])(=[O:6])[C:2]([CH3:5])([CH3:4])[CH3:3].C([NH+](CC)CC)C.O.[Cl-].[C:25]1([I+:31][C:32]2[CH:37]=[CH:36][CH:35]=[CH:34][CH:33]=2)[CH:30]=[CH:29][CH:28]=[CH:27][CH:26]=1. (5) Given the product [C:1]1([C:20]2[CH:21]=[CH:22][CH:23]=[CH:24][CH:25]=2)[CH:6]=[CH:5][CH:4]=[C:3]([C:7]2[CH:8]=[C:9]([NH2:17])[CH:10]=[C:11]3[C:15]=2[N:14]([CH3:16])[CH:13]=[CH:12]3)[CH:2]=1, predict the reactants needed to synthesize it. The reactants are: [C:1]1([C:20]2[CH:25]=[CH:24][CH:23]=[CH:22][CH:21]=2)[CH:6]=[CH:5][CH:4]=[C:3]([C:7]2[CH:8]=[C:9]([N+:17]([O-])=O)[CH:10]=[C:11]3[C:15]=2[N:14]([CH3:16])[CH:13]=[CH:12]3)[CH:2]=1.[Cl-].[NH4+].C(O)C. (6) Given the product [CH2:38]([N:3]1[CH:4]=[CH:5][N:1]=[C:2]1[CH:6]([NH:18][C:19]([N:21]1[CH2:26][CH2:25][CH:24]([N:27]2[CH2:36][C:35]3[C:30](=[CH:31][CH:32]=[CH:33][CH:34]=3)[NH:29][C:28]2=[O:37])[CH2:23][CH2:22]1)=[O:20])[CH2:7][C:8]1[CH:9]=[C:10]2[C:14](=[C:15]([CH3:17])[CH:16]=1)[NH:13][N:12]=[CH:11]2)[C:39]1[CH:44]=[CH:43][CH:42]=[CH:41][CH:40]=1, predict the reactants needed to synthesize it. The reactants are: [NH:1]1[CH:5]=[CH:4][N:3]=[C:2]1[CH:6]([NH:18][C:19]([N:21]1[CH2:26][CH2:25][CH:24]([N:27]2[CH2:36][C:35]3[C:30](=[CH:31][CH:32]=[CH:33][CH:34]=3)[NH:29][C:28]2=[O:37])[CH2:23][CH2:22]1)=[O:20])[CH2:7][C:8]1[CH:9]=[C:10]2[C:14](=[C:15]([CH3:17])[CH:16]=1)[NH:13][N:12]=[CH:11]2.[CH2:38](Br)[C:39]1[CH:44]=[CH:43][CH:42]=[CH:41][CH:40]=1. (7) Given the product [C:34]([NH:1][C:2]1[S:3][C:4]2[CH:10]=[C:9]([O:11][C:12]3[CH:13]=[C:14]([NH:19][C:20](=[O:33])[C:21]4[CH:26]=[CH:25][CH:24]=[C:23]([C:27]([C:30]#[N:31])([CH3:29])[CH3:28])[C:22]=4[Cl:32])[CH:15]=[CH:16][C:17]=3[F:18])[CH:8]=[CH:7][C:5]=2[N:6]=1)(=[O:36])[CH3:35], predict the reactants needed to synthesize it. The reactants are: [NH2:1][C:2]1[S:3][C:4]2[CH:10]=[C:9]([O:11][C:12]3[CH:13]=[C:14]([NH:19][C:20](=[O:33])[C:21]4[CH:26]=[CH:25][CH:24]=[C:23]([C:27]([C:30]#[N:31])([CH3:29])[CH3:28])[C:22]=4[Cl:32])[CH:15]=[CH:16][C:17]=3[F:18])[CH:8]=[CH:7][C:5]=2[N:6]=1.[C:34](Cl)(=[O:36])[CH3:35].N1C=CC=CC=1.O. (8) Given the product [ClH:19].[CH3:20][N:21]([CH3:25])[CH2:22][CH2:23][NH:24][S:16]([C:14]1[S:15][C:11]([C:5]2[CH:4]=[C:3]([CH2:1][CH3:2])[C:8](=[O:9])[NH:7][C:6]=2[CH3:10])=[CH:12][CH:13]=1)(=[O:18])=[O:17], predict the reactants needed to synthesize it. The reactants are: [CH2:1]([C:3]1[C:8](=[O:9])[NH:7][C:6]([CH3:10])=[C:5]([C:11]2[S:15][C:14]([S:16]([Cl:19])(=[O:18])=[O:17])=[CH:13][CH:12]=2)[CH:4]=1)[CH3:2].[CH3:20][N:21]([CH3:25])[CH2:22][CH2:23][NH2:24]. (9) Given the product [O:42]=[C:38]1[CH2:37][CH2:36][C:35]2[C:40](=[CH:41][C:32]([NH:31][C:2]3[C:3]4[NH:21][N:20]=[CH:19][C:4]=4[N:5]=[C:6]([C:8]4[CH:18]=[CH:17][C:11]5[O:12][CH2:13][C:14](=[O:16])[NH:15][C:10]=5[CH:9]=4)[N:7]=3)=[CH:33][CH:34]=2)[NH:39]1, predict the reactants needed to synthesize it. The reactants are: Cl[C:2]1[C:3]2[C:4](=[CH:19][N:20](CC3C=CC(OC)=CC=3)[N:21]=2)[N:5]=[C:6]([C:8]2[CH:18]=[CH:17][C:11]3[O:12][CH2:13][C:14](=[O:16])[NH:15][C:10]=3[CH:9]=2)[N:7]=1.[NH2:31][C:32]1[CH:41]=[C:40]2[C:35]([CH2:36][CH2:37][C:38](=[O:42])[NH:39]2)=[CH:34][CH:33]=1.Cl.